From a dataset of Peptide-MHC class I binding affinity with 185,985 pairs from IEDB/IMGT. Regression. Given a peptide amino acid sequence and an MHC pseudo amino acid sequence, predict their binding affinity value. This is MHC class I binding data. (1) The peptide sequence is IILANERYR. The MHC is HLA-A31:01 with pseudo-sequence HLA-A31:01. The binding affinity (normalized) is 0.569. (2) The peptide sequence is LPRERFRKT. The MHC is HLA-B18:01 with pseudo-sequence HLA-B18:01. The binding affinity (normalized) is 0.0847. (3) The peptide sequence is AYFATPASV. The MHC is HLA-A01:01 with pseudo-sequence HLA-A01:01. The binding affinity (normalized) is 0.0847. (4) The peptide sequence is AETAGARLV. The binding affinity (normalized) is 0.674. The MHC is H-2-Kk with pseudo-sequence H-2-Kk. (5) The binding affinity (normalized) is 0.149. The MHC is HLA-A24:02 with pseudo-sequence HLA-A24:02. The peptide sequence is ALAKAAAAV. (6) The peptide sequence is IHAEFQASL. The MHC is HLA-A11:01 with pseudo-sequence HLA-A11:01. The binding affinity (normalized) is 0.0847.